From a dataset of Full USPTO retrosynthesis dataset with 1.9M reactions from patents (1976-2016). Predict the reactants needed to synthesize the given product. (1) The reactants are: C(O)C.[C:4]([O:8][C:9](=[O:39])[CH2:10][C@@:11]1([C:27]([O:29]CC2C=CC(OC)=CC=2)=[O:28])[C@H:15]([CH3:16])[CH2:14][N:13](C(OCC2C=CC=CC=2)=O)[CH2:12]1)([CH3:7])([CH3:6])[CH3:5]. Given the product [C:4]([O:8][C:9](=[O:39])[CH2:10][C@@:11]1([C:27]([OH:29])=[O:28])[C@H:15]([CH3:16])[CH2:14][NH:13][CH2:12]1)([CH3:5])([CH3:6])[CH3:7], predict the reactants needed to synthesize it. (2) Given the product [C:2]1(=[O:1])[CH2:13][CH2:12][CH2:11][CH2:10][CH2:9][CH2:8][CH2:7][CH2:6][CH2:5][CH2:4][CH2:3]1, predict the reactants needed to synthesize it. The reactants are: [O:1]1[CH:3]2[CH2:4][CH2:5][CH2:6][CH2:7][CH2:8][CH2:9][CH2:10][CH2:11][CH2:12][CH2:13][CH:2]12.